From a dataset of Catalyst prediction with 721,799 reactions and 888 catalyst types from USPTO. Predict which catalyst facilitates the given reaction. (1) Reactant: Cl.[Cl:2][C:3]1[CH:4]=[C:5]([CH:25]=[CH:26][CH:27]=1)[CH2:6][N:7]1[CH:12]=[CH:11][N:10]2[CH:13]=[C:14]([NH:19][CH2:20][CH:21]([CH3:23])[CH3:22])[C:15](=[O:18])[C:16]([OH:17])=[C:9]2[C:8]1=[O:24].C(Cl)(Cl)Cl.[C:32](Cl)(=[O:34])[CH3:33].S([O-])(O)(=O)=O.[K+]. Product: [Cl:2][C:3]1[CH:4]=[C:5]([CH:25]=[CH:26][CH:27]=1)[CH2:6][N:7]1[CH:12]=[CH:11][N:10]2[CH:13]=[C:14]([N:19]([CH2:20][CH:21]([CH3:23])[CH3:22])[C:32](=[O:34])[CH3:33])[C:15](=[O:18])[C:16]([OH:17])=[C:9]2[C:8]1=[O:24]. The catalyst class is: 17. (2) Reactant: [BH4-].[Na+].[Cl-].[Ca+2].[Cl-].C1COCC1.[Cl:11][C:12]1[N:22]=[CH:21][C:20]([CH2:23][N:24]2[C:28]([CH3:29])=[C:27]([C:30]3[CH:35]=[CH:34][C:33]([C:36]#[N:37])=[CH:32][CH:31]=3)[C:26]([C:38]#[N:39])=[C:25]2[CH:40]2[CH2:42][CH2:41]2)=[CH:19][C:13]=1[C:14](OCC)=[O:15]. Product: [Cl:11][C:12]1[N:22]=[CH:21][C:20]([CH2:23][N:24]2[C:28]([CH3:29])=[C:27]([C:30]3[CH:35]=[CH:34][C:33]([C:36]#[N:37])=[CH:32][CH:31]=3)[C:26]([C:38]#[N:39])=[C:25]2[CH:40]2[CH2:42][CH2:41]2)=[CH:19][C:13]=1[CH2:14][OH:15]. The catalyst class is: 97. (3) Reactant: [N+:1]([C:4]1[CH:9]=[CH:8][CH:7]=[CH:6][C:5]=1[S:10]([NH:13][C:14]([CH3:32])([CH3:31])[C:15]([NH:17][CH:18]1[CH:25]2[CH2:26][C:21]3([C:28]([NH2:30])=[O:29])[CH2:22][CH:23]([CH2:27][CH:19]1[CH2:20]3)[CH2:24]2)=[O:16])(=[O:12])=[O:11])([O-])=O. Product: [NH2:1][C:4]1[CH:9]=[CH:8][CH:7]=[CH:6][C:5]=1[S:10]([NH:13][C:14]([CH3:32])([CH3:31])[C:15]([NH:17][CH:18]1[CH:25]2[CH2:26][C:21]3([C:28]([NH2:30])=[O:29])[CH2:22][CH:23]([CH2:27][CH:19]1[CH2:20]3)[CH2:24]2)=[O:16])(=[O:11])=[O:12]. The catalyst class is: 43. (4) Reactant: [OH:1][CH:2](CO)[CH2:3][C:4]1[CH:13]=[C:12]2[C:7]([CH2:8][CH2:9][C:10](=[O:14])[NH:11]2)=[CH:6][C:5]=1[O:15][CH3:16].O.I([O-])(=O)(=O)=O.[Na+].[Cl-].[Na+]. Product: [CH3:16][O:15][C:5]1[CH:6]=[C:7]2[C:12](=[CH:13][C:4]=1[CH2:3][CH:2]=[O:1])[NH:11][C:10](=[O:14])[CH2:9][CH2:8]2. The catalyst class is: 111. (5) Reactant: C(OC([N:8]1[CH2:13][CH2:12][CH:11]([N:14]2[C:18](=[O:19])[CH:17]3[CH:20]([C:25]([OH:27])=[O:26])[CH:21]4O[C:16]3([CH:23]=[CH:22]4)[CH:15]2[CH3:28])[CH2:10][CH2:9]1)=O)(C)(C)C. Product: [CH3:28][CH:15]1[C:16]2[CH:23]=[CH:22][CH:21]=[C:20]([C:25]([OH:27])=[O:26])[C:17]=2[C:18](=[O:19])[N:14]1[CH:11]1[CH2:12][CH2:13][NH:8][CH2:9][CH2:10]1. The catalyst class is: 33. (6) Reactant: CN(C(ON1N=NC2C=CC=NC1=2)=[N+](C)C)C.F[P-](F)(F)(F)(F)F.C(N(CC)C(C)C)(C)C.[NH2:34][C:35]1[C:36]([C:45]([OH:47])=O)=[CH:37][C:38]2[C:43]([CH:44]=1)=[CH:42][CH:41]=[CH:40][CH:39]=2.[NH2:48][C@@H:49]([C:54]1[CH:59]=[CH:58][C:57]([OH:60])=[CH:56][CH:55]=1)[C:50]([O:52][CH3:53])=[O:51].C([O-])(O)=O.[Na+]. Product: [NH2:34][C:35]1[C:36]([C:45]([NH:48][C@@H:49]([C:54]2[CH:55]=[CH:56][C:57]([OH:60])=[CH:58][CH:59]=2)[C:50]([O:52][CH3:53])=[O:51])=[O:47])=[CH:37][C:38]2[C:43]([CH:44]=1)=[CH:42][CH:41]=[CH:40][CH:39]=2. The catalyst class is: 85.